From a dataset of Full USPTO retrosynthesis dataset with 1.9M reactions from patents (1976-2016). Predict the reactants needed to synthesize the given product. (1) Given the product [Br:1][C:2]1[CH:3]=[C:4]2[C:8](=[C:9]([C:11]([O:13][CH2:14][CH3:15])=[O:12])[CH:10]=1)[N:7]([C:24]([O:26][C:27]([CH3:30])([CH3:29])[CH3:28])=[O:25])[CH:6]=[C:5]2[CH:16]1[CH2:21][CH2:20][S:19][C:18]([CH3:22])([CH3:23])[CH2:17]1, predict the reactants needed to synthesize it. The reactants are: [Br:1][C:2]1[CH:3]=[C:4]2[C:8](=[C:9]([C:11]([O:13][CH2:14][CH3:15])=[O:12])[CH:10]=1)[NH:7][CH:6]=[C:5]2[CH:16]1[CH2:21][CH2:20][S:19][C:18]([CH3:23])([CH3:22])[CH2:17]1.[C:24](O[C:24]([O:26][C:27]([CH3:30])([CH3:29])[CH3:28])=[O:25])([O:26][C:27]([CH3:30])([CH3:29])[CH3:28])=[O:25]. (2) Given the product [Br:1][C:2]1[CH:3]=[CH:4][C:5]2[C:6]3[CH:16]=[CH:17][NH:12][C:7]=3[N:8]=[CH:9][C:10]=2[CH:11]=1, predict the reactants needed to synthesize it. The reactants are: [Br:1][C:2]1[CH:11]=[C:10]2[C:5]([C:6]([C:16]#[C:17][Si](C)(C)C)=[C:7]([NH:12]C(=O)C)[N:8]=[CH:9]2)=[CH:4][CH:3]=1.CCCC[N+](CCCC)(CCCC)CCCC.[F-]. (3) Given the product [NH2:9][C:5]1[CH:4]=[CH:3][C:2]([N:12]2[CH2:16][CH2:15][CH:14]([OH:17])[CH2:13]2)=[N:7][C:6]=1[CH3:8], predict the reactants needed to synthesize it. The reactants are: Cl[C:2]1[N:7]=[C:6]([CH3:8])[C:5]([N+:9]([O-])=O)=[CH:4][CH:3]=1.[NH:12]1[CH2:16][CH2:15][CH:14]([OH:17])[CH2:13]1. (4) Given the product [Cl:20][C:21]1[CH:26]=[CH:25][C:24]([C:2]2[C:7]([O:19][CH2:18][C:13]3[N:14]=[CH:15][CH:16]=[CH:17][N:12]=3)=[N:6][CH:5]=[C:4]([CH:3]=2)[C:9]([NH:30][C@@H:31]2[CH2:36][CH2:35][CH2:34][CH2:33][C@H:32]2[OH:37])=[O:11])=[CH:23][CH:22]=1, predict the reactants needed to synthesize it. The reactants are: Br[C:2]1[CH:3]=[C:4]([C:9]([OH:11])=O)[CH:5]=[N:6][C:7]=1Cl.[N:12]1[CH:17]=[CH:16][CH:15]=[N:14][C:13]=1[CH2:18][OH:19].[Cl:20][C:21]1[CH:26]=[CH:25][C:24](B(O)O)=[CH:23][CH:22]=1.[NH2:30][C@@H:31]1[CH2:36][CH2:35][CH2:34][CH2:33][C@H:32]1[OH:37]. (5) Given the product [CH:7]([C:6]1[CH:9]=[CH:10][C:3]([O:2][CH3:1])=[CH:4][C:5]=1[NH2:11])=[O:8], predict the reactants needed to synthesize it. The reactants are: [CH3:1][O:2][C:3]1[CH:10]=[CH:9][C:6]([CH:7]=[O:8])=[C:5]([N+:11]([O-])=O)[CH:4]=1.CCO.CC(O)=O.Cl. (6) Given the product [O:29]1[CH:30]=[CH:31][CH:32]=[C:28]1[C:2]1[C:11]2[C:6](=[CH:7][CH:8]=[C:9]([N+:12]([O-:14])=[O:13])[CH:10]=2)[N:5]=[C:4]([N:15]2[CH2:20][CH2:19][N:18]([CH:21]=[O:22])[CH2:17][CH2:16]2)[CH:3]=1, predict the reactants needed to synthesize it. The reactants are: Br[C:2]1[C:11]2[C:6](=[CH:7][CH:8]=[C:9]([N+:12]([O-:14])=[O:13])[CH:10]=2)[N:5]=[C:4]([N:15]2[CH2:20][CH2:19][N:18]([CH:21]=[O:22])[CH2:17][CH2:16]2)[CH:3]=1.C([Sn](CCCC)(CCCC)[C:28]1[O:29][CH:30]=[CH:31][CH:32]=1)CCC.[F-].[K+]. (7) Given the product [CH3:1][O:2][C:3]1[C:10]([CH3:11])=[CH:9][C:6]([C:7]([NH2:8])=[O:16])=[C:5]([N+:12]([O-:14])=[O:13])[CH:4]=1, predict the reactants needed to synthesize it. The reactants are: [CH3:1][O:2][C:3]1[C:10]([CH3:11])=[CH:9][C:6]([C:7]#[N:8])=[C:5]([N+:12]([O-:14])=[O:13])[CH:4]=1.S(=O)(=O)(O)[OH:16]. (8) Given the product [CH3:13][O:14][CH2:1][C:4]1([CH2:10][CH2:11][OH:12])[O:5][CH2:6][CH2:7][CH2:8][O:9]1, predict the reactants needed to synthesize it. The reactants are: [CH2:1]([C:4]1([CH2:10][CH2:11][OH:12])[O:9][CH2:8][CH2:7][CH2:6][O:5]1)CC.[CH3:13][O:14]CC(=O)CC(OC)=O.